From a dataset of Forward reaction prediction with 1.9M reactions from USPTO patents (1976-2016). Predict the product of the given reaction. (1) Given the reactants I[C:2]1[C:11]2[C:6](=[CH:7][CH:8]=[C:9](Br)[CH:10]=2)[N:5]=[CH:4][CH:3]=1.CC1(C)C(C)(C)OB([C:21]2[CH:22]=[C:23]([S:27]([NH2:30])(=[O:29])=[O:28])[CH:24]=[CH:25][CH:26]=2)O1.C(=O)([O-])[O-].[K+].[K+].[NH2:38][C:39]1[C:44]([S:45]([NH2:48])(=[O:47])=[O:46])=[CH:43][C:42](B2OC(C)(C)C(C)(C)O2)=[CH:41][N:40]=1, predict the reaction product. The product is: [NH2:38][C:39]1[C:44]([S:45]([NH2:48])(=[O:46])=[O:47])=[CH:43][C:42]([C:9]2[CH:10]=[C:11]3[C:6](=[CH:7][CH:8]=2)[N:5]=[CH:4][CH:3]=[C:2]3[C:21]2[CH:26]=[CH:25][CH:24]=[C:23]([S:27]([NH2:30])(=[O:28])=[O:29])[CH:22]=2)=[CH:41][N:40]=1. (2) Given the reactants C(O[C:9]([N:11]1[CH2:16][CH2:15][CH:14]([CH2:17][N:18]([C:28]2[CH:32]=[C:31]([C:33]3[CH:38]=[CH:37][CH:36]=[CH:35][CH:34]=3)[S:30][C:29]=2[C:39]([O:41][CH3:42])=[O:40])[C:19]([CH:21]2[CH2:26][CH2:25][CH:24]([CH3:27])[CH2:23][CH2:22]2)=[O:20])[CH2:13][CH2:12]1)=O)C1C=CC=CC=1.C=O, predict the reaction product. The product is: [CH3:42][O:41][C:39]([C:29]1[S:30][C:31]([C:33]2[CH:34]=[CH:35][CH:36]=[CH:37][CH:38]=2)=[CH:32][C:28]=1[N:18]([C:19]([CH:21]1[CH2:26][CH2:25][CH:24]([CH3:27])[CH2:23][CH2:22]1)=[O:20])[CH2:17][CH:14]1[CH2:15][CH2:16][N:11]([CH3:9])[CH2:12][CH2:13]1)=[O:40]. (3) The product is: [N:20]1[CH:21]=[CH:22][CH:23]=[CH:24][C:19]=1[C:16]1([NH:15][C:14]([C:11]2([NH:26][C:27]([C:29]3[N:33]4[C@@:34]([CH2:47][C:48]5[CH:53]=[CH:52][C:51]([C:54]#[N:55])=[CH:50][CH:49]=5)([CH3:46])[C:35](=[O:45])[N:36]([C:37]5[CH:42]=[C:41]([Cl:43])[CH:40]=[C:39]([Cl:44])[CH:38]=5)[C:32]4=[N:31][CH:30]=3)=[O:28])[CH2:12][CH2:13][NH:8][CH2:9][CH2:10]2)=[O:25])[CH2:18][CH2:17]1. Given the reactants C(OC([N:8]1[CH2:13][CH2:12][C:11]([NH:26][C:27]([C:29]2[N:33]3[C@@:34]([CH2:47][C:48]4[CH:53]=[CH:52][C:51]([C:54]#[N:55])=[CH:50][CH:49]=4)([CH3:46])[C:35](=[O:45])[N:36]([C:37]4[CH:42]=[C:41]([Cl:43])[CH:40]=[C:39]([Cl:44])[CH:38]=4)[C:32]3=[N:31][CH:30]=2)=[O:28])([C:14](=[O:25])[NH:15][C:16]2([C:19]3[CH:24]=[CH:23][CH:22]=[CH:21][N:20]=3)[CH2:18][CH2:17]2)[CH2:10][CH2:9]1)=O)(C)(C)C.C(O)(C(F)(F)F)=O, predict the reaction product. (4) Given the reactants [NH2:1][C@@H:2]1[CH2:7][CH2:6][CH2:5][CH2:4][C@H:3]1[CH2:8][NH:9][C:10]1[C:15]([F:16])=[CH:14][N:13]=[C:12]([C:17]2[C:25]3[C:20](=[N:21][CH:22]=[C:23]([Cl:26])[CH:24]=3)[N:19](S(C3C=CC(C)=CC=3)(=O)=O)[CH:18]=2)[N:11]=1.[Li+].[OH-], predict the reaction product. The product is: [NH2:1][C@@H:2]1[CH2:7][CH2:6][CH2:5][CH2:4][C@H:3]1[CH2:8][NH:9][C:10]1[C:15]([F:16])=[CH:14][N:13]=[C:12]([C:17]2[C:25]3[C:20](=[N:21][CH:22]=[C:23]([Cl:26])[CH:24]=3)[NH:19][CH:18]=2)[N:11]=1. (5) The product is: [N:3]1[CH:4]=[CH:5][CH:6]=[CH:7][C:2]=1[C:11]#[C:10][CH2:9][CH2:8][N:12]1[C:20](=[O:21])[C:19]2[C:14](=[CH:15][CH:16]=[CH:17][CH:18]=2)[C:13]1=[O:22]. Given the reactants I[C:2]1[CH:7]=[CH:6][CH:5]=[CH:4][N:3]=1.[CH2:8]([N:12]1[C:20](=[O:21])[C:19]2[C:14](=[CH:15][CH:16]=[CH:17][CH:18]=2)[C:13]1=[O:22])[CH2:9][C:10]#[CH:11], predict the reaction product. (6) Given the reactants [CH:1]1[C:14]2[C:5](=[N:6][C:7]3[C:12]([C:13]=2[NH:15][CH:16]([CH2:25][CH3:26])[CH2:17][CH2:18][CH2:19][N:20]([CH2:23][CH3:24])[CH2:21][CH3:22])=[CH:11][CH:10]=[CH:9][CH:8]=3)[CH:4]=[CH:3][CH:2]=1.Cl[C:28]1C2C(N=C3C=1C=CC=C3)=CC=CC=2.Cl.Cl.C(N(CC)CCCC(N)C(C)C)C.C1(O)C=CC=CC=1.C(N(CC)CC)C, predict the reaction product. The product is: [CH:11]1[C:12]2[C:7](=[N:6][C:5]3[C:14]([C:13]=2[NH:15][CH:16]([CH:25]([CH3:28])[CH3:26])[CH2:17][CH2:18][CH2:19][N:20]([CH2:23][CH3:24])[CH2:21][CH3:22])=[CH:1][CH:2]=[CH:3][CH:4]=3)[CH:8]=[CH:9][CH:10]=1. (7) Given the reactants C(OC([NH:11][C:12]1[C:13](=[O:24])[N:14]([CH2:20][CH2:21][CH2:22][CH3:23])[C:15]([CH3:19])=[C:16]([CH3:18])[CH:17]=1)=O)C1C=CC=CC=1, predict the reaction product. The product is: [NH2:11][C:12]1[C:13](=[O:24])[N:14]([CH2:20][CH2:21][CH2:22][CH3:23])[C:15]([CH3:19])=[C:16]([CH3:18])[CH:17]=1.